This data is from Reaction yield outcomes from USPTO patents with 853,638 reactions. The task is: Predict the reaction yield, written as a fraction of the theoretical maximum amount of product (1.0 means a 100% yield; for example, 0.34 means a 34% yield). (1) The reactants are [Cl:1][C:2]1[CH:3]=[C:4]([CH:6]=[CH:7][C:8]=1[N:9]1[CH2:14][CH2:13][O:12][CH2:11][CH2:10]1)[NH2:5].[C:15]([CH:18]=[C:19]=[O:20])(=[O:17])[CH3:16]. The catalyst is CCOC(C)=O. The product is [Cl:1][C:2]1[CH:3]=[C:4]([NH:5][C:19](=[O:20])[CH2:18][C:15](=[O:17])[CH3:16])[CH:6]=[CH:7][C:8]=1[N:9]1[CH2:14][CH2:13][O:12][CH2:11][CH2:10]1. The yield is 0.910. (2) The reactants are [N+:1]([C:4]1[CH:5]=[C:6]2[C:10](=[CH:11][CH:12]=1)[NH:9][C:8]([C:13](O)=[O:14])=[C:7]2[C:16]1[CH:21]=[CH:20][CH:19]=[CH:18][CH:17]=1)([O-:3])=[O:2].C1C=C2C(N(O)N=NC2=CC=1)=O.C(Cl)CCl.[NH2:38][C@H:39]([C:44]([O:46][CH3:47])=[O:45])[CH2:40][CH2:41][S:42][CH3:43].Cl.CCN(C(C)C)C(C)C. The catalyst is ClCCl. The product is [CH3:43][S:42][CH2:41][CH2:40][C@H:39]([NH:38][C:13]([C:8]1[NH:9][C:10]2[C:6]([C:7]=1[C:16]1[CH:17]=[CH:18][CH:19]=[CH:20][CH:21]=1)=[CH:5][C:4]([N+:1]([O-:3])=[O:2])=[CH:12][CH:11]=2)=[O:14])[C:44]([O:46][CH3:47])=[O:45]. The yield is 0.820. (3) The reactants are [C:1]([C:5]1[CH:10]=[CH:9][C:8]([N+:11]([O-:13])=[O:12])=[CH:7][C:6]=1[CH2:14][NH2:15])([CH3:4])([CH3:3])[CH3:2].[CH3:16][C:17]([O:20][C:21](O[C:21]([O:20][C:17]([CH3:19])([CH3:18])[CH3:16])=[O:22])=[O:22])([CH3:19])[CH3:18]. The catalyst is C1COCC1.O. The product is [C:1]([C:5]1[CH:10]=[CH:9][C:8]([N+:11]([O-:13])=[O:12])=[CH:7][C:6]=1[CH2:14][NH:15][C:21](=[O:22])[O:20][C:17]([CH3:19])([CH3:18])[CH3:16])([CH3:4])([CH3:2])[CH3:3]. The yield is 0.780. (4) The reactants are [Cl:1][CH:2]([Cl:6])[C:3]([CH3:5])=O.[CH2:7]([SH:10])[CH2:8][SH:9].[O-]S([O-])(=O)=O.[Mg+2]. The catalyst is C1(C)C=CC=CC=1. The product is [CH3:5][C:3]1([CH:2]([Cl:6])[Cl:1])[S:10][CH2:7][CH2:8][S:9]1. The yield is 0.800. (5) The reactants are [Cl:1][C:2]1[CH:30]=[CH:29][C:5]([CH2:6][N:7]2[C:12](=[O:13])[C:11]([CH2:14]OS(C)(=O)=O)=[CH:10][C:9]([C:20]3[CH:25]=[CH:24][C:23]([O:26][CH3:27])=[C:22]([F:28])[CH:21]=3)=[N:8]2)=[CH:4][CH:3]=1.[CH3:31][NH:32][CH3:33]. No catalyst specified. The product is [Cl:1][C:2]1[CH:30]=[CH:29][C:5]([CH2:6][N:7]2[C:12](=[O:13])[C:11]([CH2:14][N:32]([CH3:33])[CH3:31])=[CH:10][C:9]([C:20]3[CH:25]=[CH:24][C:23]([O:26][CH3:27])=[C:22]([F:28])[CH:21]=3)=[N:8]2)=[CH:4][CH:3]=1. The yield is 0.747. (6) The reactants are [Br:1][C:2]1[CH:7]=[CH:6][C:5]([NH:8][CH2:9][CH2:10][OH:11])=[C:4]([N+:12]([O-])=O)[CH:3]=1.[Cl-].[NH4+]. The catalyst is CCO.O.[Fe]. The product is [NH2:12][C:4]1[CH:3]=[C:2]([Br:1])[CH:7]=[CH:6][C:5]=1[NH:8][CH2:9][CH2:10][OH:11]. The yield is 0.910.